Dataset: Retrosynthesis with 50K atom-mapped reactions and 10 reaction types from USPTO. Task: Predict the reactants needed to synthesize the given product. (1) Given the product Fc1ccc(NC(=S)Nc2ncccc2OCc2c(F)cccc2Cl)cc1, predict the reactants needed to synthesize it. The reactants are: Fc1ccc(N=C=S)cc1.Nc1ncccc1OCc1c(F)cccc1Cl. (2) Given the product O=C(Cc1ccccc1F)C1CCN(Cc2ccccc2)CC1, predict the reactants needed to synthesize it. The reactants are: OC(Cc1ccccc1F)C1CCN(Cc2ccccc2)CC1. (3) The reactants are: COC(=O)c1cc(Br)ccc1N.O=C(Br)CBr. Given the product COC(=O)c1cc(Br)ccc1NC(=O)CBr, predict the reactants needed to synthesize it.